Dataset: Full USPTO retrosynthesis dataset with 1.9M reactions from patents (1976-2016). Task: Predict the reactants needed to synthesize the given product. (1) Given the product [Cl:1][C:2]1[CH:7]=[C:6]([Cl:8])[C:5]([O:9][CH3:10])=[CH:4][C:3]=1[NH:11][C:12]1[C:21]2[C:16](=[CH:17][C:18](/[CH:24]=[CH:25]/[CH2:26][CH2:27][N:32]([CH3:33])[CH3:31])=[C:19]([O:22][CH3:23])[CH:20]=2)[N:15]=[CH:14][C:13]=1[C:29]#[N:30], predict the reactants needed to synthesize it. The reactants are: [Cl:1][C:2]1[CH:7]=[C:6]([Cl:8])[C:5]([O:9][CH3:10])=[CH:4][C:3]=1[NH:11][C:12]1[C:21]2[C:16](=[CH:17][C:18](/[CH:24]=[CH:25]/[CH2:26][CH2:27]O)=[C:19]([O:22][CH3:23])[CH:20]=2)[N:15]=[CH:14][C:13]=1[C:29]#[N:30].[CH3:31][NH:32][CH3:33]. (2) Given the product [Cl:1][C:2]1[C:3]([C:4]([NH:24][CH:23]([C:14]2[C:13]([Cl:12])=[CH:18][C:17]([C:19]([F:22])([F:21])[F:20])=[CH:16][N:15]=2)[CH3:25])=[O:5])=[C:7]([Cl:11])[CH:8]=[CH:9][N:10]=1, predict the reactants needed to synthesize it. The reactants are: [Cl:1][C:2]1[N:10]=[CH:9][CH:8]=[C:7]([Cl:11])[C:3]=1[C:4](Cl)=[O:5].[Cl:12][C:13]1[C:14]([CH:23]([CH3:25])[NH2:24])=[N:15][CH:16]=[C:17]([C:19]([F:22])([F:21])[F:20])[CH:18]=1.C(N(CC)CC)C. (3) Given the product [CH2:1]([N:3]([CH2:8][CH3:9])[CH2:4][CH2:5][CH2:6][O:7][C:17]1[CH:22]=[CH:21][C:20]([N+:23]([O-:25])=[O:24])=[CH:19][CH:18]=1)[CH3:2], predict the reactants needed to synthesize it. The reactants are: [CH2:1]([N:3]([CH2:8][CH3:9])[CH2:4][CH2:5][CH2:6][OH:7])[CH3:2].CC(C)([O-])C.[K+].F[C:17]1[CH:22]=[CH:21][C:20]([N+:23]([O-:25])=[O:24])=[CH:19][CH:18]=1. (4) Given the product [CH2:1]([O:3][C:4](=[O:17])[CH2:5][C:6]1[CH:11]=[C:10]([O:12][S:25]([C:28]([F:31])([F:30])[F:29])(=[O:27])=[O:26])[CH:9]=[CH:8][C:7]=1[C:13]([F:15])([F:16])[F:14])[CH3:2], predict the reactants needed to synthesize it. The reactants are: [CH2:1]([O:3][C:4](=[O:17])[CH2:5][C:6]1[CH:11]=[C:10]([OH:12])[CH:9]=[CH:8][C:7]=1[C:13]([F:16])([F:15])[F:14])[CH3:2].C1C=CC(N([S:25]([C:28]([F:31])([F:30])[F:29])(=[O:27])=[O:26])[S:25]([C:28]([F:31])([F:30])[F:29])(=[O:27])=[O:26])=CC=1.